Dataset: Catalyst prediction with 721,799 reactions and 888 catalyst types from USPTO. Task: Predict which catalyst facilitates the given reaction. (1) Product: [CH3:20][NH:19][C:17]([C:9]1[NH:10][C:11]2[C:16]([C:8]=1[CH:6]=[CH2:1])=[CH:15][CH:14]=[CH:13][CH:12]=2)=[O:18]. Reactant: [CH2:1]([Li])CCC.[CH:6]([C:8]1[C:16]2[C:11](=[CH:12][CH:13]=[CH:14][CH:15]=2)[NH:10][C:9]=1[C:17]([NH:19][CH3:20])=[O:18])=O. The catalyst class is: 307. (2) Reactant: [Br:1][C:2]1[N:3]=[C:4]2[C:10]([C:11]([OH:13])=O)=[CH:9][NH:8][C:5]2=[N:6][CH:7]=1.[CH:14]1([NH2:21])[CH2:19][CH2:18][CH2:17][CH:16]([NH2:20])[CH2:15]1.CN(C(ON1N=NC2C=CC=NC1=2)=[N+](C)C)C.F[P-](F)(F)(F)(F)F.CCN(C(C)C)C(C)C. Product: [NH2:20][CH:16]1[CH2:17][CH2:18][CH2:19][CH:14]([NH:21][C:11]([C:10]2[C:4]3[C:5](=[N:6][CH:7]=[C:2]([Br:1])[N:3]=3)[NH:8][CH:9]=2)=[O:13])[CH2:15]1. The catalyst class is: 3. (3) Reactant: Cl[CH2:2][C:3]1[CH:8]=[C:7]([F:9])[CH:6]=[C:5]([O:10][CH2:11][CH2:12][O:13][CH3:14])[C:4]=1[O:15][CH2:16][CH2:17][O:18][CH3:19].[C-:20]#[N:21].[K+]. Product: [F:9][C:7]1[CH:6]=[C:5]([O:10][CH2:11][CH2:12][O:13][CH3:14])[C:4]([O:15][CH2:16][CH2:17][O:18][CH3:19])=[C:3]([CH2:2][C:20]#[N:21])[CH:8]=1. The catalyst class is: 42. (4) Reactant: O1CCCC1.[N:6]([CH2:9][CH:10]1[O:14][C:13](=[O:15])[N:12]([C:16]2[CH:24]=[CH:23][C:19]([C:20]([NH2:22])=[O:21])=[C:18]([F:25])[CH:17]=2)[CH2:11]1)=[N+]=[N-]. Product: [NH2:6][CH2:9][CH:10]1[O:14][C:13](=[O:15])[N:12]([C:16]2[CH:24]=[CH:23][C:19]([C:20]([NH2:22])=[O:21])=[C:18]([F:25])[CH:17]=2)[CH2:11]1. The catalyst class is: 6.